Regression. Given a target protein amino acid sequence and a drug SMILES string, predict the binding affinity score between them. We predict pKi (pKi = -log10(Ki in M); higher means stronger inhibition). Dataset: bindingdb_ki. From a dataset of Drug-target binding data from BindingDB using Ki measurements. (1) The small molecule is CCCN(CCc1ccc(Nc2ccc([N+](=O)[O-])c3n[o+][n-]c23)cc1)C1CCc2c(O)cccc2C1. The target protein (P21728) has sequence MRTLNTSAMDGTGLVVERDFSVRILTACFLSLLILSTLLGNTLVCAAVIRFRHLRSKVTNFFVISLAVSDLLVAVLVMPWKAVAEIAGFWPFGSFCNIWVAFDIMCSTASILNLCVISVDRYWAISSPFRYERKMTPKAAFILISVAWTLSVLISFIPVQLSWHKAKPTSPSDGNATSLAETIDNCDSSLSRTYAISSSVISFYIPVAIMIVTYTRIYRIAQKQIRRIAALERAAVHAKNCQTTTGNGKPVECSQPESSFKMSFKRETKVLKTLSVIMGVFVCCWLPFFILNCILPFCGSGETQPFCIDSNTFDVFVWFGWANSSLNPIIYAFNADFRKAFSTLLGCYRLCPATNNAIETVSINNNGAAMFSSHHEPRGSISKECNLVYLIPHAVGSSEDLKKEEAAGIARPLEKLSPALSVILDYDTDVSLEKIQPITQNGQHPT. The pKi is 6.9. (2) The pKi is 6.5. The target protein (P14416) has sequence MDPLNLSWYDDDLERQNWSRPFNGSDGKADRPHYNYYATLLTLLIAVIVFGNVLVCMAVSREKALQTTTNYLIVSLAVADLLVATLVMPWVVYLEVVGEWKFSRIHCDIFVTLDVMMCTASILNLCAISIDRYTAVAMPMLYNTRYSSKRRVTVMISIVWVLSFTISCPLLFGLNNADQNECIIANPAFVVYSSIVSFYVPFIVTLLVYIKIYIVLRRRRKRVNTKRSSRAFRAHLRAPLKGNCTHPEDMKLCTVIMKSNGSFPVNRRRVEAARRAQELEMEMLSSTSPPERTRYSPIPPSHHQLTLPDPSHHGLHSTPDSPAKPEKNGHAKDHPKIAKIFEIQTMPNGKTRTSLKTMSRRKLSQQKEKKATQMLAIVLGVFIICWLPFFITHILNIHCDCNIPPVLYSAFTWLGYVNSAVNPIIYTTFNIEFRKAFLKILHC. The compound is Cn1c(SCCCN2CC[C@]3(C[C@@H]3c3ccc(C(F)(F)F)cc3)C2)nnc1-c1cccc(C(N)=O)c1. (3) The small molecule is O=S(=O)(Oc1ccc([C@H]2CC3CCC2N3)cn1)C(F)(F)F. The target protein sequence is MDYTASCLIFFFIAAGPVFSSDHETRLIGDLFANYNKVVRPVETYKDQVVVTVGLQLIQLINVDEVNQIVSTNIRLKQQWVDVNLKWDPAKYGGVKKLRIPSSEVWCPDLVLYNNADGDFAISKDTKILLEHTGKITWTPPAIFKSYCEIIVTHFPFDQQNCSMKFGTWTYDGTLVVINPDRDRPDLSNFMASGEWMMKDYRCWKHWVYYTCCPDKPYLDITYHFVLQRLPLYFIVNVIIPCLLFSFLTGLVFYLPTDSGEKMTLSISVLLSLTVFLLVIVELIPSTSSAVPLIGKYMLFTMVFVIASIIITVIVINTHHRSPSTHTMPPWVRKIFIDTIPNIMFFSTMKRPSQEKQPQTTFAEEMDISDISGKLGPAAVTYQSPALKNPDVKSAIEGIKYIAETMKSDQESNKASEEWKFVAMVLDHILLAVFMTVCVIGTLAVFAGRIIEMNMQD. The pKi is 7.0. (4) The small molecule is C[C@]12CC[C@@H]3c4cccc(N)c4CC[C@H]3[C@@H]1CCC2O. The target protein sequence is MNSSKSAYLDYFGRIHGILLYKKFIEYWNDVETFEARPDDLVIVTYPKSGTTWVSEIVYMIYTEGDVEKCKEDTIFNRIPYLECRTENVMNGVKQLKQMASPRIVKSHLPPELLPVSFWEKNCKIIYVCRNAKDVVVSYYYFFLMVTANPDPGSFQDFVEKFMDGEVPYGSWYKHTKSWWEKRTNPQVLFIFYEDMKENIRKEVMRLIEFLGRKASDELVDKIIKHTSFQEMKNNPSTNYTTLPDEVMNQKVSAFMRKGIAGDWKNYFTVALNEKFDIHYEQQMKGSTLKLRTEI. The pKi is 4.9. (5) The drug is Nc1ccc(C(=O)NCC(=O)[O-])cc1. The target protein (Q9R1U7) has sequence MTFSEILDRVGSMGPFQYLHVTLLALPVLGIANHNLLQIFTATTPVHHCRPPPNASIGPWVLPLDPNGKPEKCLRFVHLPNASLPNDTQRATEPCLDGWIYNSTRDTIVIEWDLVCSSNKLKEMAQSIFMAGILVGGPVIGELSDRFGRKPILTWSYLMLAASGSGAAFSPSLPVYMIFRFLCGCSISGISLSTVILNVEWVPTSMRAISSTSIGYCYTIGQFILSGLAYAIPQWRWLQLTSSAPFFIFSLLSWWVPESIRWLVLSGKYSKALKTLQRVATFNGKKEEGKKLTIEELKFNLQKDITSAKVKYGLSDLFRVSILRRVTFCLSLAWFSTGFAYYSLAMGVEEFGVNIYILQIIFGGVDIPAKFITILSLSYLGRRITQSFLLLLAGGAILALIFVPSEMQLLRTALAVFGKGCLSGSFSCLFLYTSELYPTVLRQTGMGISNVWARVGSMIAPLVKITGELQPFIPNVIFGTTALLGGSAAFFLLETLNRPL.... The pKi is 2.9. (6) The small molecule is CC(C)(C)c1ccc(NC(=O)N2CCN(c3ncccc3Cl)CC2)cc1. The target protein (P01143) has sequence MRLRLLVSAGMLLVALSPCLPCRALLSRGSVSGAPRAPQPLNFLQPEQPQQPQPILIRMGEEYFLRLGNLNRSPAARLSPNSTPLTAGRGSRPSHDQAAANFFRVLLQQLQMPQRPLDSSTELAERGAEDALGGHQGALERERRSEEPPISLDLTFHLLREVLEMARAEQLAQQAHSNRKLMEIIGK. The pKi is 5.0. (7) The small molecule is C[C@H]1[C@H](NC(=O)/C(=N\OC(C)(C)C(=O)O)c2csc(N)n2)C(=O)N1S(=O)(=O)O. The target protein sequence is LFIFNTSIYAGNTPKDQEIKKLVDQNFKPLLEKYDVPGMAVGVIQNNKKYEMYYGLQSVQDKKAVNSSTIFELGSVSKLFTATAGAYAKNKGKISFDDTPGKYWKELKNTPIDQVNLLQLATYTSGNLALQFPDEVQTDQQVLTFFKDWKPKNPIGEYRQYSNPSIGLFGKVVALSMNKPFDQVLEKIIFPALGLKHSYVNVAKTQMQNYAFGYNQENQPIRVNPGPLDAPAYGVKSTLPDMLSFIHANLNPQKYPADIQRAINETHQGRYQVNTMYQALGWEEFSYPATLQTLLDSNSEQIVMKPNKVTAISKEPSVKMYHKTGSTNGFGTYVVFIPKENIGLVMLTNKRIPNEERIK. The pKi is 8.2. (8) The small molecule is O=C(O)c1ccccc1O. The target protein (O35956) has sequence MAFNDLLKQVGGVGRFQLIQVTMVVAPLLLMASHNTLQNFTAAIPPHHCRPPANANLSKDGGLEAWLPLDKQGQPESCLRFTSPQWGPPFYNGTEANGTRVTEPCIDGWVYDNSTFPSTIVTEWNLVCSHRAFRQLAQSLYMVGVLLGAMVFGYLADRLGRRKVLILNYLQTAVSGTCAAYAPNYTVYCVFRLLSGMSLASIAINCMTLNVEWMPIHTRAYVGTLIGYVYSLGQFLLAGIAYAVPHWRHLQLVVSVPFFIAFIYSWFFIESARWYSSSGRLDLTLRALQRVARINGKQEEGAKLSIEVLRTSLQKELTLSKGQASAMELLRCPTLRHLFLCLSMLWFATSFAYYGLVMDLQGFGVSMYLIQVIFGAVDLPAKFVCFLVINSMGRRPAQMASLLLAGICILVNGIIPKSHTIIRTSLAVLGKGCLASSFNCIFLYTGELYPTVIRQTGLGMGSTMARVGSIVSPLVSMTAEFYPSMPLFIFGAVPVVASAV.... The pKi is 3.0. (9) The drug is OC[C@H]1NC(O)[C@H](O)[C@@H](O)[C@@H]1O. The target protein (P08019) has sequence MARQKMFYNKLLGMLSVGFGFAWALENITIYEFDFGKGILDQSYGGVFSNNGPSQVQLRDAVLMNGTVVYDSNGAWDSSALEEWLQGQKKVSIEKIFENIGPSAVYPSISPGVVIASPSQTHPDYFYQWIRDSALTINSIVSHSAGPAIETLLQYLNVSFHLQRSNNTLGAGIGYTNDTVALGDPKWNVDNTAFTEDWGRPQNDGPALRSIAILKIIDYIKQSGTDLGAKYPFQSTADIFDDIVRWDLRFIIDHWNSSGFDLWEEVNGMHFFTLLVQLSAVDKSLSYFNASERSSPFVEELRQTRRDISKFLVDPANGFINGKYNYIVGTPMIADTLRSGLDISTLLAANTVHDAPSASHLPFDINDPAVLNTLHHLMLHMRSIYPINDSSKNATGIALGRYPEDVYDGYGFGEGNPWVLATCTASTTLYQLIYRHISEQHDLVVPMNNDCSNAFWSELVFSNLTTLGNDEGYLILEFNTPAFNQTIQKIFQLADSFLVK.... The pKi is 5.2.